From a dataset of Full USPTO retrosynthesis dataset with 1.9M reactions from patents (1976-2016). Predict the reactants needed to synthesize the given product. (1) The reactants are: C(OC([N:6]1[CH2:11][CH2:10][CH:9]([C:12]2[C:20]3[C:15](=[CH:16][CH:17]=[CH:18][CH:19]=3)[N:14]([CH2:21][CH2:22][C:23]3[CH:27]=[CH:26][S:25][CH:24]=3)[CH:13]=2)[CH2:8][CH2:7]1)=O)C.[OH-].[K+]. Given the product [NH:6]1[CH2:11][CH2:10][CH:9]([C:12]2[C:20]3[C:15](=[CH:16][CH:17]=[CH:18][CH:19]=3)[N:14]([CH2:21][CH2:22][C:23]3[CH:27]=[CH:26][S:25][CH:24]=3)[CH:13]=2)[CH2:8][CH2:7]1, predict the reactants needed to synthesize it. (2) Given the product [CH3:26][N:27]([CH2:2][C:3]1[N+:12]([O-:13])=[C:11]([C:14]2[CH:19]=[CH:18][C:17]3[O:20][CH2:21][O:22][C:16]=3[CH:15]=2)[C:10]2[C:5](=[CH:6][C:7]3[O:25][CH2:24][O:23][C:8]=3[CH:9]=2)[N:4]=1)[CH3:28], predict the reactants needed to synthesize it. The reactants are: Cl[CH2:2][C:3]1[N+:12]([O-:13])=[C:11]([C:14]2[CH:19]=[CH:18][C:17]3[O:20][CH2:21][O:22][C:16]=3[CH:15]=2)[C:10]2[C:5](=[CH:6][C:7]3[O:25][CH2:24][O:23][C:8]=3[CH:9]=2)[N:4]=1.[CH3:26][NH:27][CH3:28]. (3) Given the product [Cl:26][C:5]1[CH:6]=[C:7]([C:8]([NH:10][C@H:11]([C:13]2[CH:14]=[CH:15][C:16]([C:17]([OH:19])=[O:18])=[CH:24][CH:25]=2)[CH3:12])=[O:9])[C:2]([O:39][C:36]2[CH:35]=[CH:34][C:33]([C:29]3[CH:28]=[N:27][CH:32]=[CH:31][CH:30]=3)=[CH:38][CH:37]=2)=[N:3][CH:4]=1, predict the reactants needed to synthesize it. The reactants are: Cl[C:2]1[C:7]([C:8]([NH:10][C@H:11]([C:13]2[CH:25]=[CH:24][C:16]([C:17]([O:19]C(C)(C)C)=[O:18])=[CH:15][CH:14]=2)[CH3:12])=[O:9])=[CH:6][C:5]([Cl:26])=[CH:4][N:3]=1.[N:27]1[CH:32]=[CH:31][CH:30]=[C:29]([C:33]2[CH:38]=[CH:37][C:36]([OH:39])=[CH:35][CH:34]=2)[CH:28]=1.